From a dataset of Forward reaction prediction with 1.9M reactions from USPTO patents (1976-2016). Predict the product of the given reaction. (1) Given the reactants C(OC(=O)[NH:7][C:8]1[C:13]([NH:14][C:15](=[O:27])[CH2:16][C:17]([C:19]2[CH:24]=[CH:23][CH:22]=[C:21]([C:25]#[N:26])[CH:20]=2)=O)=[CH:12][C:11]([C:28]2[CH:33]=[CH:32][CH:31]=[C:30]([F:34])[C:29]=2[F:35])=[C:10]([N:36]([CH3:38])[CH3:37])[CH:9]=1)(C)(C)C.C(O)(C(F)(F)F)=O, predict the reaction product. The product is: [F:35][C:29]1[C:30]([F:34])=[CH:31][CH:32]=[CH:33][C:28]=1[C:11]1[C:10]([N:36]([CH3:37])[CH3:38])=[CH:9][C:8]2[N:7]=[C:17]([C:19]3[CH:20]=[C:21]([CH:22]=[CH:23][CH:24]=3)[C:25]#[N:26])[CH2:16][C:15](=[O:27])[NH:14][C:13]=2[CH:12]=1. (2) Given the reactants [Br:1][C:2]1[CH:7]=[CH:6][C:5]([N:8]([CH3:12])[C:9](Cl)=[O:10])=[CH:4][CH:3]=1.[OH:13][C:14]1[N:19]=[CH:18][C:17]([N:20]2[C:25](=[O:26])[CH2:24][C:23]([CH3:28])([CH3:27])[CH2:22][C:21]2=[O:29])=[CH:16][CH:15]=1.N12CCN(CC1)CC2, predict the reaction product. The product is: [CH3:28][C:23]1([CH3:27])[CH2:24][C:25](=[O:26])[N:20]([C:17]2[CH:18]=[N:19][C:14]([O:13][C:9](=[O:10])[N:8]([C:5]3[CH:6]=[CH:7][C:2]([Br:1])=[CH:3][CH:4]=3)[CH3:12])=[CH:15][CH:16]=2)[C:21](=[O:29])[CH2:22]1. (3) Given the reactants [Cl:1][C:2]1[CH:7]=[C:6](Cl)[N:5]=[CH:4][C:3]=1[C:9]([C:11]1[CH:16]=[CH:15][C:14]([O:17][CH3:18])=[CH:13][CH:12]=1)=[O:10].[CH2:19]([NH:21][C:22](=[O:40])[C:23]1[CH:28]=[C:27](B2OC(C)(C)C(C)(C)O2)[C:26]([CH3:38])=[C:25]([F:39])[CH:24]=1)[CH3:20].C(=O)([O-])O.[Na+], predict the reaction product. The product is: [Cl:1][C:2]1[C:3]([C:9]([C:11]2[CH:16]=[CH:15][C:14]([O:17][CH3:18])=[CH:13][CH:12]=2)=[O:10])=[CH:4][N:5]=[C:6]([C:27]2[CH:28]=[C:23]([CH:24]=[C:25]([F:39])[C:26]=2[CH3:38])[C:22]([NH:21][CH2:19][CH3:20])=[O:40])[CH:7]=1. (4) Given the reactants C([N:3]([CH2:15][CH3:16])[C:4](=[O:14])[C:5]1[CH:10]=[CH:9][C:8]([O:11][CH3:12])=[CH:7][C:6]=1[CH3:13])C.C([Li])(C)(C)C.CCCCC.[Cl:27][C:28]1[CH:29]=C([CH:33]=[CH:34][C:35]=1[O:36][CH3:37])C#N, predict the reaction product. The product is: [Cl:27][C:28]1[CH:29]=[C:16]([C:15]2[N:3]=[C:4]([OH:14])[C:5]3[C:6]([CH:13]=2)=[CH:7][C:8]([O:11][CH3:12])=[CH:9][CH:10]=3)[CH:33]=[CH:34][C:35]=1[O:36][CH3:37]. (5) Given the reactants [N+:1]([C:4]1[C:5]([O:22][CH3:23])=[N:6][C:7]([NH:12][CH2:13][CH2:14][S:15]([NH:18][CH:19]([CH3:21])[CH3:20])(=[O:17])=[O:16])=[N:8][C:9]=1[O:10][CH3:11])([O-])=O.C([O-])=O.[NH4+], predict the reaction product. The product is: [NH2:1][C:4]1[C:9]([O:10][CH3:11])=[N:8][C:7]([NH:12][CH2:13][CH2:14][S:15]([NH:18][CH:19]([CH3:20])[CH3:21])(=[O:17])=[O:16])=[N:6][C:5]=1[O:22][CH3:23]. (6) Given the reactants CC1C=CC=CC=1P(C1C=CC=CC=1C)C1C=CC=CC=1C.[CH3:23][O:24][C:25](=[O:58])[CH2:26][N:27]1[CH2:32][CH2:31][N:30]([CH:33]([C:51]2[CH:56]=[CH:55][C:54](Br)=[CH:53][CH:52]=2)[CH2:34][O:35][CH2:36][C:37]2[CH:42]=[C:41]([C:43]([F:46])([F:45])[F:44])[CH:40]=[C:39]([C:47]([F:50])([F:49])[F:48])[CH:38]=2)[CH2:29][CH2:28]1.[CH3:59][N:60]1C(=O)CCC1, predict the reaction product. The product is: [CH3:23][O:24][C:25](=[O:58])[CH2:26][N:27]1[CH2:32][CH2:31][N:30]([CH:33]([C:51]2[CH:56]=[CH:55][C:54]([C:59]#[N:60])=[CH:53][CH:52]=2)[CH2:34][O:35][CH2:36][C:37]2[CH:42]=[C:41]([C:43]([F:46])([F:45])[F:44])[CH:40]=[C:39]([C:47]([F:50])([F:49])[F:48])[CH:38]=2)[CH2:29][CH2:28]1.